Dataset: Reaction yield outcomes from USPTO patents with 853,638 reactions. Task: Predict the reaction yield, written as a fraction of the theoretical maximum amount of product (1.0 means a 100% yield; for example, 0.34 means a 34% yield). The reactants are COC1C=C(OC)C=CC=1C[NH:6][C:7]1[CH:16]=[N:15][C:14]2[C:9](=[CH:10][CH:11]=[C:12]([CH3:17])[CH:13]=2)[N:8]=1.[C:24]([OH:30])([C:26]([F:29])([F:28])[F:27])=[O:25]. The catalyst is C(Cl)Cl. The product is [F:27][C:26]([F:29])([F:28])[C:24]([OH:30])=[O:25].[CH3:17][C:12]1[CH:13]=[C:14]2[C:9](=[CH:10][CH:11]=1)[N:8]=[C:7]([NH2:6])[CH:16]=[N:15]2. The yield is 0.860.